This data is from Reaction yield outcomes from USPTO patents with 853,638 reactions. The task is: Predict the reaction yield, written as a fraction of the theoretical maximum amount of product (1.0 means a 100% yield; for example, 0.34 means a 34% yield). (1) The reactants are C[O:2][C:3]([C:5]1[C:10]([NH:11][C:12]2[CH:17]=[CH:16][C:15]([Br:18])=[CH:14][C:13]=2[F:19])=[C:9]([F:20])[C:8](=[O:21])[NH:7][CH:6]=1)=[O:4].C1COCC1.[Li+].[OH-].Cl. The catalyst is CO. The product is [Br:18][C:15]1[CH:16]=[CH:17][C:12]([NH:11][C:10]2[C:5]([C:3]([OH:4])=[O:2])=[CH:6][NH:7][C:8](=[O:21])[C:9]=2[F:20])=[C:13]([F:19])[CH:14]=1. The yield is 0.990. (2) The reactants are [Br:1][C:2]1[CH:15]=[C:14]([CH3:16])[C:5]([O:6][C:7]2[CH:12]=[CH:11][N+:10]([O-])=[CH:9][CH:8]=2)=[C:4]([CH3:17])[CH:3]=1.C([O-])([O-])=O.[Na+].[Na+].O=P(Cl)(Cl)[Cl:26]. No catalyst specified. The product is [Br:1][C:2]1[CH:15]=[C:14]([CH3:16])[C:5]([O:6][C:7]2[CH:12]=[CH:11][N:10]=[C:9]([Cl:26])[CH:8]=2)=[C:4]([CH3:17])[CH:3]=1. The yield is 0.730. (3) The reactants are [N:1]1[C:10]2[CH:9]([N:11]([CH2:30][C:31]3[CH:47]=[CH:46][C:34]([CH2:35][NH:36][S:37]([C:40]4[CH:45]=[CH:44][CH:43]=[CH:42][N:41]=4)(=[O:39])=[O:38])=[CH:33][CH:32]=3)[CH2:12][C:13]3[N:17](COCC[Si](C)(C)C)[C:16]4[CH:26]=[CH:27][CH:28]=[CH:29][C:15]=4[N:14]=3)[CH2:8][CH2:7][CH2:6][C:5]=2[CH:4]=[CH:3][CH:2]=1.Cl. No catalyst specified. The product is [NH:14]1[C:15]2[CH:29]=[CH:28][CH:27]=[CH:26][C:16]=2[N:17]=[C:13]1[CH2:12][N:11]([CH2:30][C:31]1[CH:32]=[CH:33][C:34]([CH2:35][NH:36][S:37]([C:40]2[CH:45]=[CH:44][CH:43]=[CH:42][N:41]=2)(=[O:38])=[O:39])=[CH:46][CH:47]=1)[CH:9]1[C:10]2[N:1]=[CH:2][CH:3]=[CH:4][C:5]=2[CH2:6][CH2:7][CH2:8]1. The yield is 0.850.